From a dataset of Forward reaction prediction with 1.9M reactions from USPTO patents (1976-2016). Predict the product of the given reaction. (1) Given the reactants Cl.O1CCOCC1.[F:8][C:9]1[CH:14]=[CH:13][C:12]([C:15]2[C:23]3[C:18](=[CH:19][CH:20]=[C:21]([NH:24][C:25]([C:27]4([N:53]([CH:55]=[O:56])[CH3:54])[CH2:31][CH2:30][N:29]([CH2:32][C:33](=[O:52])[N:34]5[CH2:39][CH:38]=[C:37]([C:40]6[CH:45]=[CH:44][C:43]([C:46]7[N:51]=[CH:50][CH:49]=[CH:48][N:47]=7)=[CH:42][CH:41]=6)[CH2:36][CH2:35]5)[CH2:28]4)=[O:26])[CH:22]=3)[N:17](C(C3C=CC=CC=3)(C3C=CC=CC=3)C3C=CC=CC=3)[N:16]=2)=[CH:11][CH:10]=1, predict the reaction product. The product is: [F:8][C:9]1[CH:14]=[CH:13][C:12]([C:15]2[C:23]3[C:18](=[CH:19][CH:20]=[C:21]([NH:24][C:25]([C:27]4([N:53]([CH:55]=[O:56])[CH3:54])[CH2:31][CH2:30][N:29]([CH2:32][C:33](=[O:52])[N:34]5[CH2:35][CH:36]=[C:37]([C:40]6[CH:45]=[CH:44][C:43]([C:46]7[N:47]=[CH:48][CH:49]=[CH:50][N:51]=7)=[CH:42][CH:41]=6)[CH2:38][CH2:39]5)[CH2:28]4)=[O:26])[CH:22]=3)[NH:17][N:16]=2)=[CH:11][CH:10]=1. (2) Given the reactants [CH3:1][N:2](C)/C=N/[H].[CH3:7][O:8][CH2:9][CH2:10][O:11][C:12]1[CH:13]=[C:14]([CH3:21])[C:15]([C:18]([OH:20])=O)=[N:16][CH:17]=1.CC([O-])(C)C.[K+].Cl, predict the reaction product. The product is: [CH3:7][O:8][CH2:9][CH2:10][O:11][C:12]1[CH:17]=[N:16][C:15]2[C:18](=[O:20])[NH:2][CH:1]=[CH:21][C:14]=2[CH:13]=1. (3) Given the reactants [NH2:1][C:2]1[CH:6]=[C:5]([CH:7]2[CH2:12][CH2:11][C:10]3([C:20]4[C:15](=[CH:16][CH:17]=[N:18][CH:19]=4)[C:14](=[O:21])[O:13]3)[CH2:9][CH2:8]2)[NH:4][N:3]=1.[CH2:22](Cl)[C:23]([C:25]1[CH:30]=[CH:29][CH:28]=[CH:27][CH:26]=1)=[O:24].C(=O)([O-])[O-].[K+].[K+].C(OCC)(=O)C, predict the reaction product. The product is: [NH2:1][C:2]1[N:3]([CH2:22][C:23]([C:25]2[CH:30]=[CH:29][CH:28]=[CH:27][CH:26]=2)=[O:24])[N:4]=[C:5]([CH:7]2[CH2:12][CH2:11][C:10]3([C:20]4[C:15](=[CH:16][CH:17]=[N:18][CH:19]=4)[C:14](=[O:21])[O:13]3)[CH2:9][CH2:8]2)[CH:6]=1. (4) Given the reactants [C:1]([NH:4][CH2:5][C@@H:6]1[O:10][C:9](=[O:11])[N:8]([C:12]2[CH:17]=[C:16]([F:18])[C:15]([N:19]3[CH2:24][CH2:23][C:22]([O:28][P:29](=[O:32])([OH:31])[OH:30])([CH2:25][O:26][CH3:27])[CH2:21][CH2:20]3)=[C:14]([F:33])[CH:13]=2)[CH2:7]1)(=[O:3])[CH3:2].[NH2:34][C@H:35]([C:41]([OH:43])=[O:42])[CH2:36][CH2:37][CH2:38][CH2:39][NH2:40], predict the reaction product. The product is: [NH2:34][C@H:35]([C:41]([OH:43])=[O:42])[CH2:36][CH2:37][CH2:38][CH2:39][NH2:40].[C:1]([NH:4][CH2:5][C@@H:6]1[O:10][C:9](=[O:11])[N:8]([C:12]2[CH:17]=[C:16]([F:18])[C:15]([N:19]3[CH2:24][CH2:23][C:22]([O:28][P:29](=[O:30])([OH:31])[OH:32])([CH2:25][O:26][CH3:27])[CH2:21][CH2:20]3)=[C:14]([F:33])[CH:13]=2)[CH2:7]1)(=[O:3])[CH3:2]. (5) Given the reactants [CH3:1][O:2][C:3]1[CH:12]=[C:11]2[C:6]([CH:7]=[CH:8][C:9](=[O:16])[N:10]2[CH2:13][CH:14]=O)=[N:5][CH:4]=1.[OH:17][C@@H:18]1[CH2:22][NH:21][CH2:20][C@@H:19]1[CH2:23][NH:24][C:25](=[O:34])[O:26][CH2:27][C:28]1[CH:33]=[CH:32][CH:31]=[CH:30][CH:29]=1.[O-]S([O-])(=O)=O.[Na+].[Na+].[BH-](OC(C)=O)(OC(C)=O)OC(C)=O.[Na+], predict the reaction product. The product is: [OH:17][C@@H:18]1[CH2:22][N:21]([CH2:14][CH2:13][N:10]2[C:11]3[C:6](=[N:5][CH:4]=[C:3]([O:2][CH3:1])[CH:12]=3)[CH:7]=[CH:8][C:9]2=[O:16])[CH2:20][C@@H:19]1[CH2:23][NH:24][C:25](=[O:34])[O:26][CH2:27][C:28]1[CH:33]=[CH:32][CH:31]=[CH:30][CH:29]=1. (6) Given the reactants [NH2:1][C:2]1[CH:7]=[CH:6][C:5]([C:8]2([OH:25])[CH2:11][N:10]([CH:12]([C:19]3[CH:24]=[CH:23][CH:22]=[CH:21][CH:20]=3)[C:13]3[CH:18]=[CH:17][CH:16]=[CH:15][CH:14]=3)[CH2:9]2)=[C:4]([F:26])[CH:3]=1.C(=O)(O)[O-].[Na+].Cl[C:33]([O:35][CH2:36][C:37]1[CH:42]=[CH:41][CH:40]=[CH:39][CH:38]=1)=[O:34], predict the reaction product. The product is: [C:33]([NH:1][C:2]1[CH:7]=[CH:6][C:5]([C:8]2([OH:25])[CH2:9][N:10]([CH:12]([C:13]3[CH:18]=[CH:17][CH:16]=[CH:15][CH:14]=3)[C:19]3[CH:20]=[CH:21][CH:22]=[CH:23][CH:24]=3)[CH2:11]2)=[C:4]([F:26])[CH:3]=1)([O:35][CH2:36][C:37]1[CH:42]=[CH:41][CH:40]=[CH:39][CH:38]=1)=[O:34].